Dataset: Catalyst prediction with 721,799 reactions and 888 catalyst types from USPTO. Task: Predict which catalyst facilitates the given reaction. (1) Reactant: [OH:1][C:2]1[CH:7]=[CH:6][C:5]([Cl:8])=[CH:4][C:3]=1[S:9](Cl)(=[O:11])=[O:10].[NH:13]1[CH2:17][CH2:16][CH2:15][CH2:14]1. Product: [OH:1][C:2]1[CH:7]=[CH:6][C:5]([Cl:8])=[CH:4][C:3]=1[S:9]([N:13]1[CH2:17][CH2:16][CH2:15][CH2:14]1)(=[O:11])=[O:10]. The catalyst class is: 22. (2) Reactant: [C:1]([O:5][C:6]([N:8]1[CH2:13][CH2:12][CH:11]([NH:14][C:15]2[CH:20]=[CH:19][C:18]([C:21]([O:23][CH2:24][CH:25]=[CH2:26])=[O:22])=[CH:17][C:16]=2[N+:27]([O-])=O)[CH2:10][CH2:9]1)=[O:7])([CH3:4])([CH3:3])[CH3:2].[NH4+].[Cl-]. Product: [C:1]([O:5][C:6]([N:8]1[CH2:13][CH2:12][CH:11]([NH:14][C:15]2[CH:20]=[CH:19][C:18]([C:21]([O:23][CH2:24][CH:25]=[CH2:26])=[O:22])=[CH:17][C:16]=2[NH2:27])[CH2:10][CH2:9]1)=[O:7])([CH3:4])([CH3:3])[CH3:2]. The catalyst class is: 401. (3) Reactant: C(OC[N:10]1[C:18]2[C:17]([NH2:19])=[N:16][C:15]([CH2:20][O:21][CH2:22][CH3:23])=[N:14][C:13]=2[C:12]([C:24]#[C:25][CH2:26][CH2:27][CH2:28][CH2:29][N:30]2[CH2:35][CH2:34][CH2:33][CH2:32][CH2:31]2)=[CH:11]1)C1C=CC=CC=1.[H][H]. Product: [CH2:22]([O:21][CH2:20][C:15]1[N:16]=[C:17]([NH2:19])[C:18]2[NH:10][CH:11]=[C:12]([CH2:24][CH2:25][CH2:26][CH2:27][CH2:28][CH2:29][N:30]3[CH2:35][CH2:34][CH2:33][CH2:32][CH2:31]3)[C:13]=2[N:14]=1)[CH3:23]. The catalyst class is: 19. (4) Reactant: [N:1]1[CH:6]=[CH:5][CH:4]=[CH:3][C:2]=1[CH3:7].Cl[CH2:9][C:10](=O)[CH3:11].C(Cl)(Cl)Cl.O.C(=O)(O)[O-].[Na+]. Product: [CH3:11][C:10]1[CH:7]=[C:2]2[N:1]([CH:9]=1)[CH:6]=[CH:5][CH:4]=[CH:3]2. The catalyst class is: 6. (5) Reactant: [CH:1]([O:4][C:5]1[CH:6]=[C:7]2[O:11][C:10]([C:12]([CH3:14])=[CH2:13])=[CH:9][C:8]2=[C:15]([C:17]([NH:19][C:20]2[CH:25]=[CH:24][C:23]([CH3:26])=[CH:22][N:21]=2)=[O:18])[CH:16]=1)([CH3:3])[CH3:2]. Product: [CH:1]([O:4][C:5]1[CH:6]=[C:7]2[O:11][C:10]([CH:12]([CH3:14])[CH3:13])=[CH:9][C:8]2=[C:15]([C:17]([NH:19][C:20]2[CH:25]=[CH:24][C:23]([CH3:26])=[CH:22][N:21]=2)=[O:18])[CH:16]=1)([CH3:2])[CH3:3]. The catalyst class is: 19. (6) Reactant: [CH3:1][C:2]1[N:3]([C:8]2[N:13]=[CH:12][C:11]([C@@H:14]([OH:30])[CH2:15][NH:16][C:17]([C@H:19]3[CH2:28][CH2:27][C:26]4[C:21](=[CH:22][CH:23]=[C:24]([I:29])[CH:25]=4)[O:20]3)=O)=[CH:10][CH:9]=2)[C:4]([CH3:7])=[CH:5][CH:6]=1.B.CSC. Product: [CH3:1][C:2]1[N:3]([C:8]2[N:13]=[CH:12][C:11]([C@@H:14]([OH:30])[CH2:15][NH:16][CH2:17][C@H:19]3[CH2:28][CH2:27][C:26]4[C:21](=[CH:22][CH:23]=[C:24]([I:29])[CH:25]=4)[O:20]3)=[CH:10][CH:9]=2)[C:4]([CH3:7])=[CH:5][CH:6]=1. The catalyst class is: 1. (7) Reactant: Cl[C:2]1[N:7]=[C:6]([C:8]2[CH:9]=[C:10]3[C:15](=[CH:16][C:17]=2[C:18]#[N:19])[N:14]([C:20]2[C:24]4[CH2:25][N:26]([C:29]([NH:31][CH3:32])=[O:30])[CH2:27][CH2:28][C:23]=4[N:22]([CH:33]4[CH2:38][CH2:37][O:36][CH2:35][CH2:34]4)[N:21]=2)[CH2:13][CH2:12][CH2:11]3)[CH:5]=[CH:4][N:3]=1. Product: [C:18]([C:17]1[CH:16]=[C:15]2[C:10]([CH2:11][CH2:12][CH2:13][N:14]2[C:20]2[C:24]3[CH2:25][N:26]([C:29]([NH:31][CH3:32])=[O:30])[CH2:27][CH2:28][C:23]=3[N:22]([CH:33]3[CH2:34][CH2:35][O:36][CH2:37][CH2:38]3)[N:21]=2)=[CH:9][C:8]=1[C:6]1[CH:5]=[CH:4][N:3]=[CH:2][N:7]=1)#[N:19]. The catalyst class is: 19.